This data is from Forward reaction prediction with 1.9M reactions from USPTO patents (1976-2016). The task is: Predict the product of the given reaction. (1) Given the reactants [OH:1][C:2]1[N:10]=[CH:9][CH:8]=[CH:7][C:3]=1[C:4]([OH:6])=[O:5].[N+:11]([O-])([OH:13])=[O:12], predict the reaction product. The product is: [N+:11]([C:8]1[CH:9]=[N:10][C:2]([OH:1])=[C:3]([CH:7]=1)[C:4]([OH:6])=[O:5])([O-:13])=[O:12]. (2) Given the reactants [C:1]1([C:7]2[CH:12]=[C:11]([CH:13]([CH2:16][OH:17])[CH2:14][OH:15])[CH:10]=[CH:9][C:8]=2[NH:18][C:19]([C:21]2[NH:22][CH:23]=[C:24]([C:26]#[N:27])[N:25]=2)=[O:20])[CH2:6][CH2:5][CH2:4][CH2:3][CH:2]=1.N1C=CC=CC=1.Cl[C:35](Cl)([O:37]C(=O)OC(Cl)(Cl)Cl)Cl, predict the reaction product. The product is: [C:1]1([C:7]2[CH:12]=[C:11]([CH:13]3[CH2:14][O:15][C:35](=[O:37])[O:17][CH2:16]3)[CH:10]=[CH:9][C:8]=2[NH:18][C:19]([C:21]2[NH:22][CH:23]=[C:24]([C:26]#[N:27])[N:25]=2)=[O:20])[CH2:6][CH2:5][CH2:4][CH2:3][CH:2]=1. (3) Given the reactants [Cl:1][C:2]1[CH:3]=[N+:4]([O-:39])[CH:5]=[C:6]([Cl:38])[C:7]=1[CH2:8][C@H:9]([O:20][C:21]([C:23]1[S:24][C:25]([CH2:28][CH2:29][O:30][Si](C(C)(C)C)(C)C)=[CH:26][CH:27]=1)=[O:22])[C:10]1[CH:15]=[CH:14][C:13]([O:16][CH3:17])=[C:12]([O:18][CH3:19])[CH:11]=1, predict the reaction product. The product is: [Cl:38][C:6]1[CH:5]=[N+:4]([O-:39])[CH:3]=[C:2]([Cl:1])[C:7]=1[CH2:8][C@H:9]([O:20][C:21]([C:23]1[S:24][C:25]([CH2:28][CH2:29][OH:30])=[CH:26][CH:27]=1)=[O:22])[C:10]1[CH:15]=[CH:14][C:13]([O:16][CH3:17])=[C:12]([O:18][CH3:19])[CH:11]=1.